From a dataset of Forward reaction prediction with 1.9M reactions from USPTO patents (1976-2016). Predict the product of the given reaction. Given the reactants O.O.O.O.O.O.O.O.O.O.B([O-])([O-])[O-].[Na+].[Na+].[Na+].[C:18]([O:29][CH3:30])(=[O:28])[C:19]1[CH:27]=[C:25]([OH:26])[C:23]([OH:24])=[C:21]([OH:22])[CH:20]=1.S(OC)(O[CH3:35])(=O)=O.[OH-].[Na+], predict the reaction product. The product is: [OH:26][C:25]1[CH:27]=[C:19]([CH:20]=[C:21]([O:22][CH3:35])[C:23]=1[OH:24])[C:18]([O:29][CH3:30])=[O:28].